This data is from Forward reaction prediction with 1.9M reactions from USPTO patents (1976-2016). The task is: Predict the product of the given reaction. (1) Given the reactants [CH3:1][O:2][C:3]1[CH:8]=[CH:7][C:6]([N:9]2[CH2:18][C:17]3[C:12](=[N:13][C:14]([NH:19][C:20]4[CH:25]=[CH:24][CH:23]=[CH:22][CH:21]=4)=[N:15][CH:16]=3)[NH:11][C:10]2=[O:26])=[CH:5][CH:4]=1.[H-].[Na+].[CH3:29]I, predict the reaction product. The product is: [CH3:1][O:2][C:3]1[CH:8]=[CH:7][C:6]([N:9]2[CH2:18][C:17]3[C:12](=[N:13][C:14]([NH:19][C:20]4[CH:25]=[CH:24][CH:23]=[CH:22][CH:21]=4)=[N:15][CH:16]=3)[N:11]([CH3:29])[C:10]2=[O:26])=[CH:5][CH:4]=1. (2) Given the reactants C(OC(=O)[NH:7][CH:8]1[CH2:13][CH2:12][CH:11]([NH:14][C:15]2[C:24]3[C:19](=[CH:20][CH:21]=[C:22]([C:25]4[CH:30]=[C:29]([Cl:31])[C:28]([OH:32])=[C:27]([Cl:33])[CH:26]=4)[N:23]=3)[N:18]=[CH:17][C:16]=2[C:34](=[O:36])[CH3:35])[CH2:10][CH2:9]1)(C)(C)C.C(O)(C(F)(F)F)=O.C1(N)C(F)=C(F)C(F)=C(N)C=1F.[ClH:57].Cl, predict the reaction product. The product is: [ClH:31].[ClH:57].[NH2:7][C@H:8]1[CH2:13][CH2:12][C@H:11]([NH:14][C:15]2[C:24]3[C:19](=[CH:20][CH:21]=[C:22]([C:25]4[CH:26]=[C:27]([Cl:33])[C:28]([OH:32])=[C:29]([Cl:31])[CH:30]=4)[N:23]=3)[N:18]=[CH:17][C:16]=2[C:34](=[O:36])[CH3:35])[CH2:10][CH2:9]1. (3) Given the reactants C([O:4][C@@H:5]([CH3:51])[C:6]([N:8]([CH2:34][C@H:35]1[C@@H:39]([F:40])[CH2:38][N:37](C(OCC2C=CC=CC=2)=O)[CH2:36]1)[C@@H:9]([C:14]1[N:18]([CH2:19][C:20]2[CH:25]=[CH:24][CH:23]=[CH:22][CH:21]=2)[N:17]=[C:16]([C:26]2[CH:31]=[C:30]([F:32])[CH:29]=[CH:28][C:27]=2[F:33])[N:15]=1)[C:10]([CH3:13])([CH3:12])[CH3:11])=[O:7])(=O)C.C(=O)([O-])[O-].[K+].[K+], predict the reaction product. The product is: [CH2:19]([N:18]1[C:14]([C@H:9]([N:8]([CH2:34][C@H:35]2[C@@H:39]([F:40])[CH2:38][NH:37][CH2:36]2)[C:6](=[O:7])[C@@H:5]([OH:4])[CH3:51])[C:10]([CH3:13])([CH3:11])[CH3:12])=[N:15][C:16]([C:26]2[CH:31]=[C:30]([F:32])[CH:29]=[CH:28][C:27]=2[F:33])=[N:17]1)[C:20]1[CH:25]=[CH:24][CH:23]=[CH:22][CH:21]=1.